This data is from Catalyst prediction with 721,799 reactions and 888 catalyst types from USPTO. The task is: Predict which catalyst facilitates the given reaction. (1) Reactant: [Br:1][CH2:2][C:3]([O:5][CH2:6][CH2:7][C:8]1[S:12][CH:11]=[N:10][C:9]=1[CH3:13])=[O:4].[C:14]1([P:20]([C:27]2[CH:32]=[CH:31][CH:30]=[CH:29][CH:28]=2)[C:21]2[CH:26]=[CH:25][CH:24]=[CH:23][CH:22]=2)[CH:19]=[CH:18][CH:17]=[CH:16][CH:15]=1. Product: [Br-:1].[CH3:13][C:9]1[N:10]=[CH:11][S:12][C:8]=1[CH2:7][CH2:6][O:5][C:3](=[O:4])[CH2:2][P+:20]([C:21]1[CH:22]=[CH:23][CH:24]=[CH:25][CH:26]=1)([C:27]1[CH:32]=[CH:31][CH:30]=[CH:29][CH:28]=1)[C:14]1[CH:15]=[CH:16][CH:17]=[CH:18][CH:19]=1. The catalyst class is: 11. (2) Reactant: [Br:1][C:2]1[CH:3]=[C:4]([C:12]([OH:15])([CH3:14])[CH3:13])[CH:5]=[C:6]([C:8]([CH3:11])([CH3:10])[CH3:9])[CH:7]=1.[H-].[Na+].[CH3:18]I. Product: [Br:1][C:2]1[CH:3]=[C:4]([C:12]([O:15][CH3:18])([CH3:14])[CH3:13])[CH:5]=[C:6]([C:8]([CH3:10])([CH3:9])[CH3:11])[CH:7]=1. The catalyst class is: 18.